Dataset: Peptide-MHC class I binding affinity with 185,985 pairs from IEDB/IMGT. Task: Regression. Given a peptide amino acid sequence and an MHC pseudo amino acid sequence, predict their binding affinity value. This is MHC class I binding data. (1) The peptide sequence is NMHLKRSVF. The MHC is HLA-B08:01 with pseudo-sequence HLA-B08:01. The binding affinity (normalized) is 0.537. (2) The peptide sequence is GEIFGLLGP. The MHC is HLA-B58:01 with pseudo-sequence HLA-B58:01. The binding affinity (normalized) is 0.0847. (3) The peptide sequence is CADGTRHTY. The MHC is HLA-B15:01 with pseudo-sequence HLA-B15:01. The binding affinity (normalized) is 0.340. (4) The peptide sequence is VPEFAKQYVL. The MHC is HLA-B53:01 with pseudo-sequence HLA-B53:01. The binding affinity (normalized) is 0.589.